This data is from Catalyst prediction with 721,799 reactions and 888 catalyst types from USPTO. The task is: Predict which catalyst facilitates the given reaction. (1) Product: [CH2:1]([O:3][C:4]([C:6]1[C:7]2[S:15][CH:14]=[C:13]([CH2:16][O:30][C:26]3[CH:27]=[CH:28][CH:29]=[C:24]([C:21]4[N:22]=[N:23][N:19]([CH3:18])[N:20]=4)[CH:25]=3)[C:8]=2[C:9]([Cl:12])=[N:10][CH:11]=1)=[O:5])[CH3:2]. Reactant: [CH2:1]([O:3][C:4]([C:6]1[C:7]2[S:15][CH:14]=[C:13]([CH2:16]Br)[C:8]=2[C:9]([Cl:12])=[N:10][CH:11]=1)=[O:5])[CH3:2].[CH3:18][N:19]1[N:23]=[N:22][C:21]([C:24]2[CH:25]=[C:26]([OH:30])[CH:27]=[CH:28][CH:29]=2)=[N:20]1.[I-].[K+].C(=O)([O-])[O-].[K+].[K+].C1OCCOCCOCCOCCOCCOC1. The catalyst class is: 9. (2) Reactant: [F:1][C:2]1[N:10]=[C:9]2[C:5]([N:6]=[CH:7][N:8]2C2CCCCO2)=[C:4]([NH:17][CH:18]([C:20]2[N:21]([C:32]3[CH:37]=[CH:36][CH:35]=[CH:34][CH:33]=3)[C:22](=[O:31])[C:23]3[C:28]([CH:29]=2)=[CH:27][CH:26]=[CH:25][C:24]=3[CH3:30])[CH3:19])[N:3]=1.C([O-])(O)=O.[Na+]. The catalyst class is: 422. Product: [F:1][C:2]1[N:10]=[C:9]2[C:5]([N:6]=[CH:7][NH:8]2)=[C:4]([NH:17][CH:18]([C:20]2[N:21]([C:32]3[CH:37]=[CH:36][CH:35]=[CH:34][CH:33]=3)[C:22](=[O:31])[C:23]3[C:28]([CH:29]=2)=[CH:27][CH:26]=[CH:25][C:24]=3[CH3:30])[CH3:19])[N:3]=1. (3) The catalyst class is: 1. Reactant: [Br:1][C:2]1[CH:3]=[N:4][CH:5]=[C:6](Br)[C:7]=1/[CH:8]=[N:9]/[NH:10][CH2:11][CH2:12][OH:13].[H-].[Na+]. Product: [Br:1][C:2]1[CH:3]=[N:4][CH:5]=[C:6]2[N:10]([CH2:11][CH2:12][OH:13])[N:9]=[CH:8][C:7]=12. (4) Reactant: [NH2:1][C:2]1[CH:31]=[CH:30][C:5]([CH2:6][N:7]2[CH2:12][CH2:11][CH:10]([NH:13][C:14]3[N:19]=[C:18]([C:20]4[C:28]5[C:23](=[CH:24][CH:25]=[CH:26][CH:27]=5)[NH:22][CH:21]=4)[C:17]([Cl:29])=[CH:16][N:15]=3)[CH2:9][CH2:8]2)=[CH:4][CH:3]=1.Cl.C[CH2:34][N:35]([CH:39]([CH3:41])C)[CH:36](C)C.BrC/C=[CH:45]/[C:46](Cl)=[O:47].C1COCC1.CNC. Product: [Cl:29][C:17]1[C:18]([C:20]2[C:28]3[C:23](=[CH:24][CH:25]=[CH:26][CH:27]=3)[NH:22][CH:21]=2)=[N:19][C:14]([NH:13][CH:10]2[CH2:11][CH2:12][N:7]([CH2:6][C:5]3[CH:30]=[CH:31][C:2]([NH:1][C:46](=[O:47])/[CH:45]=[CH:41]/[CH2:39][N:35]([CH3:34])[CH3:36])=[CH:3][CH:4]=3)[CH2:8][CH2:9]2)=[N:15][CH:16]=1. The catalyst class is: 3. (5) Reactant: [Br:1][C:2]1[CH:3]=[C:4]2[C:9](Cl)=[C:8]([C:11]([NH2:13])=[O:12])[CH:7]=[N:6][N:5]2[CH:14]=1.[NH2:15][CH:16]1[CH2:20][N:19]([C:21]([O:23][CH2:24][C:25]2[CH:30]=[CH:29][CH:28]=[CH:27][CH:26]=2)=[O:22])[CH2:18][C:17]1([CH3:32])[CH3:31].O. Product: [Br:1][C:2]1[CH:3]=[C:4]2[C:9]([NH:15][CH:16]3[CH2:20][N:19]([C:21]([O:23][CH2:24][C:25]4[CH:30]=[CH:29][CH:28]=[CH:27][CH:26]=4)=[O:22])[CH2:18][C:17]3([CH3:32])[CH3:31])=[C:8]([C:11](=[O:12])[NH2:13])[CH:7]=[N:6][N:5]2[CH:14]=1. The catalyst class is: 9.